This data is from Full USPTO retrosynthesis dataset with 1.9M reactions from patents (1976-2016). The task is: Predict the reactants needed to synthesize the given product. (1) Given the product [Cl:1][C:2]1[CH:7]=[CH:6][C:5]([NH:8][C:9]2[C:14]([NH2:15])=[CH:13][CH:12]=[CH:11][N:10]=2)=[CH:4][C:3]=1[F:18], predict the reactants needed to synthesize it. The reactants are: [Cl:1][C:2]1[CH:7]=[CH:6][C:5]([NH:8][C:9]2[C:14]([N+:15]([O-])=O)=[CH:13][CH:12]=[CH:11][N:10]=2)=[CH:4][C:3]=1[F:18]. (2) Given the product [CH3:23][N:20]([C:21]1[CH:22]=[CH:3][CH:4]=[C:5]([CH3:8])[CH:6]=1)[C:29]([NH:1][C:2]1[CH:3]=[CH:4][C:5]([C:8]2[CH:16]=[CH:15][CH:14]=[C:13]3[C:9]=2[CH2:10][NH:11][C:12]3=[O:17])=[CH:6][CH:7]=1)=[O:35], predict the reactants needed to synthesize it. The reactants are: [NH2:1][C:2]1[CH:7]=[CH:6][C:5]([C:8]2[CH:16]=[CH:15][CH:14]=[C:13]3[C:9]=2[CH2:10][NH:11][C:12]3=[O:17])=[CH:4][CH:3]=1.C([N:20]([CH2:23]C)[CH2:21][CH3:22])C.ClC(Cl)(O[C:29](=[O:35])OC(Cl)(Cl)Cl)Cl. (3) The reactants are: [CH3:1][N:2]1[CH:7]=[C:6]([C:8]2[CH:9]=[C:10]([CH:14]=[CH:15][C:16]=2[O:17][C:18]2[CH:23]=[CH:22][CH:21]=[CH:20][CH:19]=2)[C:11](Cl)=[O:12])[C:5]2[CH:24]=[CH:25][NH:26][C:4]=2[C:3]1=[O:27].[CH2:28]([NH2:30])[CH3:29]. Given the product [CH2:28]([NH:30][C:11](=[O:12])[C:10]1[CH:14]=[CH:15][C:16]([O:17][C:18]2[CH:23]=[CH:22][CH:21]=[CH:20][CH:19]=2)=[C:8]([C:6]2[C:5]3[CH:24]=[CH:25][NH:26][C:4]=3[C:3](=[O:27])[N:2]([CH3:1])[CH:7]=2)[CH:9]=1)[CH3:29], predict the reactants needed to synthesize it. (4) Given the product [CH3:1][C:2]1[CH:11]=[CH:10][C:9]2[C:8]([C:12]([O:14][CH2:20][CH3:21])=[O:13])=[CH:7][CH:6]=[CH:5][C:4]=2[N:3]=1, predict the reactants needed to synthesize it. The reactants are: [CH3:1][C:2]1[CH:11]=[CH:10][C:9]2[C:8]([C:12]([OH:14])=[O:13])=[CH:7][CH:6]=[CH:5][C:4]=2[N:3]=1.OS(O)(=O)=O.[CH3:20][CH2:21]O. (5) Given the product [O:1]=[C:2]([C:15]1[CH:20]=[CH:19][C:18]([C:21]2[CH:22]=[CH:23][C:24]([NH:27][C:28](=[O:33])[CH2:29][CH2:30][CH2:31][CH3:32])=[CH:25][CH:26]=2)=[CH:17][CH:16]=1)[CH2:3][CH:4]([C:5]([OH:7])=[O:6])[C:10]([OH:12])=[O:11], predict the reactants needed to synthesize it. The reactants are: [O:1]=[C:2]([C:15]1[CH:20]=[CH:19][C:18]([C:21]2[CH:26]=[CH:25][C:24]([NH:27][C:28](=[O:33])[CH2:29][CH2:30][CH2:31][CH3:32])=[CH:23][CH:22]=2)=[CH:17][CH:16]=1)[CH2:3][CH:4]([C:10]([O:12]CC)=[O:11])[C:5]([O:7]CC)=[O:6].[OH-].[Na+]. (6) Given the product [F:43][C:42]([F:45])([F:44])[C:40]([OH:46])=[O:41].[Cl:1][C:2]1[N:3]=[CH:4][NH:5][C:6]=1[C:7]([NH:9][CH2:10][C:11]1[CH:16]=[CH:15][C:14]([Cl:17])=[C:13]([O:18][C:19]2[CH:24]=[C:23]([CH2:25][N:26]([CH3:28])[CH3:27])[CH:22]=[C:21]([C:29]#[N:30])[CH:20]=2)[C:12]=1[F:31])=[O:8], predict the reactants needed to synthesize it. The reactants are: [Cl:1][C:2]1[N:3]=[CH:4][N:5](COCC[Si](C)(C)C)[C:6]=1[C:7]([NH:9][CH2:10][C:11]1[CH:16]=[CH:15][C:14]([Cl:17])=[C:13]([O:18][C:19]2[CH:24]=[C:23]([CH2:25][N:26]([CH3:28])[CH3:27])[CH:22]=[C:21]([C:29]#[N:30])[CH:20]=2)[C:12]=1[F:31])=[O:8].[C:40]([OH:46])([C:42]([F:45])([F:44])[F:43])=[O:41].